This data is from Peptide-MHC class II binding affinity with 134,281 pairs from IEDB. The task is: Regression. Given a peptide amino acid sequence and an MHC pseudo amino acid sequence, predict their binding affinity value. This is MHC class II binding data. (1) The peptide sequence is APQLPDDLMIRVIAQ. The MHC is HLA-DQA10201-DQB10202 with pseudo-sequence HLA-DQA10201-DQB10202. The binding affinity (normalized) is 0.238. (2) The peptide sequence is ALWNLHGQALFLGIVL. The MHC is DRB1_1501 with pseudo-sequence DRB1_1501. The binding affinity (normalized) is 0.642. (3) The peptide sequence is FKVAATAAATAPADDKFTVF. The MHC is DRB1_0802 with pseudo-sequence DRB1_0802. The binding affinity (normalized) is 0.746. (4) The peptide sequence is LVGPTPVNIIGRNMLTQIGC. The MHC is DRB1_0401 with pseudo-sequence DRB1_0401. The binding affinity (normalized) is 0.428.